From a dataset of Forward reaction prediction with 1.9M reactions from USPTO patents (1976-2016). Predict the product of the given reaction. (1) Given the reactants [CH3:1][C:2]1[CH:7]=[CH:6][C:5]([CH3:8])=[CH:4][C:3]=1[CH:9]([S:17][C:18]1[CH:23]=[CH:22][CH:21]=[CH:20][N+:19]=1[O-:24])[CH2:10][CH2:11][CH2:12][CH2:13][CH2:14][CH2:15][CH3:16].C(#N)C.[OH-:28].[Na+].[OH:30]O, predict the reaction product. The product is: [CH3:1][C:2]1[CH:7]=[CH:6][C:5]([CH3:8])=[CH:4][C:3]=1[CH:9]([S:17]([C:18]1[CH:23]=[CH:22][CH:21]=[CH:20][N+:19]=1[O-:24])(=[O:30])=[O:28])[CH2:10][CH2:11][CH2:12][CH2:13][CH2:14][CH2:15][CH3:16]. (2) Given the reactants [Cl:1][C:2]1[C:3]([O:12][C:13]2[CH:18]=[C:17]([O:19][CH2:20][CH2:21][O:22][CH3:23])[CH:16]=[CH:15][C:14]=2/[CH:24]=[C:25](\[CH3:29])/[C:26](O)=[O:27])=[N:4][CH:5]=[C:6]([C:8]([F:11])([F:10])[F:9])[CH:7]=1.C(N=C=NCCCN(C)C)C.[CH2:41]([S:46]([NH2:49])(=[O:48])=[O:47])[CH2:42][CH2:43][CH2:44][CH3:45].Cl, predict the reaction product. The product is: [Cl:1][C:2]1[C:3]([O:12][C:13]2[CH:18]=[C:17]([O:19][CH2:20][CH2:21][O:22][CH3:23])[CH:16]=[CH:15][C:14]=2/[CH:24]=[C:25](\[CH3:29])/[C:26]([NH:49][S:46]([CH2:41][CH2:42][CH2:43][CH2:44][CH3:45])(=[O:48])=[O:47])=[O:27])=[N:4][CH:5]=[C:6]([C:8]([F:10])([F:11])[F:9])[CH:7]=1. (3) Given the reactants [NH:1]1[CH:5]=[CH:4][C:3]([C:6]2[CH:7]=[N:8][CH:9]=[CH:10][CH:11]=2)=[N:2]1.[C:12]([C@H:16]1[CH2:20]OS(=O)(=O)[O:17]1)([CH3:15])([CH3:14])[CH3:13].C(Cl)(=O)C.C(=O)(O)[O-].[Na+].O, predict the reaction product. The product is: [CH3:13][C:12]([CH3:15])([CH3:14])[C@H:16]([OH:17])[CH2:20][N:1]1[CH:5]=[CH:4][C:3]([C:6]2[CH:7]=[N:8][CH:9]=[CH:10][CH:11]=2)=[N:2]1. (4) Given the reactants [Cl:1][C:2]1[CH:37]=[CH:36][C:5]([CH2:6][C:7]2[N:8]=[C:9]([CH:33]([CH3:35])[CH3:34])[C:10]3[N:15]=[C:14]([C:16]4[CH:30]=[C:29]([CH3:31])[C:19]([O:20][CH2:21][C:22]([O:24]C(C)(C)C)=[O:23])=[C:18]([CH3:32])[CH:17]=4)[O:13][C:11]=3[N:12]=2)=[CH:4][CH:3]=1.FC(F)(F)C(O)=O, predict the reaction product. The product is: [Cl:1][C:2]1[CH:3]=[CH:4][C:5]([CH2:6][C:7]2[N:8]=[C:9]([CH:33]([CH3:34])[CH3:35])[C:10]3[N:15]=[C:14]([C:16]4[CH:17]=[C:18]([CH3:32])[C:19]([O:20][CH2:21][C:22]([OH:24])=[O:23])=[C:29]([CH3:31])[CH:30]=4)[O:13][C:11]=3[N:12]=2)=[CH:36][CH:37]=1. (5) Given the reactants [CH3:1][C:2]1[CH:3]=[CH:4][C:5]([NH2:8])=[N:6][CH:7]=1.[Cl-].C[Al+]C.[CH2:13]([N:15]1[CH:23]=[C:22]2[C:17]([CH:18]=[C:19]([C:25](OCC)=[O:26])[CH:20]=[C:21]2[OH:24])=[N:16]1)[CH3:14].[Cl-].[NH4+], predict the reaction product. The product is: [CH2:13]([N:15]1[CH:23]=[C:22]2[C:17]([CH:18]=[C:19]([C:25]([NH:8][C:5]3[CH:4]=[CH:3][C:2]([CH3:1])=[CH:7][N:6]=3)=[O:26])[CH:20]=[C:21]2[OH:24])=[N:16]1)[CH3:14].